From a dataset of Reaction yield outcomes from USPTO patents with 853,638 reactions. Predict the reaction yield, written as a fraction of the theoretical maximum amount of product (1.0 means a 100% yield; for example, 0.34 means a 34% yield). (1) The reactants are [C:1]1([S:7]([N:10]2[C:14]3=[N:15][CH:16]=[C:17]([Cl:19])[CH:18]=[C:13]3[C:12](I)=[CH:11]2)(=[O:9])=[O:8])[CH:6]=[CH:5][CH:4]=[CH:3][CH:2]=1.C([Mg]Cl)(C)C.[C:26]([O:30][C:31](=[O:41])[NH:32][C:33]1[S:34][C:35]([CH:39]=[O:40])=[C:36]([Cl:38])[N:37]=1)([CH3:29])([CH3:28])[CH3:27].[Cl-].[NH4+]. The catalyst is O1CCCC1. The product is [C:26]([O:30][C:31](=[O:41])[NH:32][C:33]1[S:34][C:35]([CH:39]([C:12]2[C:13]3[C:14](=[N:15][CH:16]=[C:17]([Cl:19])[CH:18]=3)[N:10]([S:7]([C:1]3[CH:6]=[CH:5][CH:4]=[CH:3][CH:2]=3)(=[O:9])=[O:8])[CH:11]=2)[OH:40])=[C:36]([Cl:38])[N:37]=1)([CH3:29])([CH3:27])[CH3:28]. The yield is 0.603. (2) The reactants are Cl.[NH2:2][C@@H:3]1[CH2:8][CH2:7][C@H:6]([NH:9][C:10](=[O:14])[CH:11]([CH3:13])[CH3:12])[CH2:5][CH2:4]1.CCN(C(C)C)C(C)C.F[C:25]1[CH:26]=[C:27]([CH2:34][OH:35])[CH:28]=[CH:29][C:30]=1[N+:31]([O-:33])=[O:32]. The catalyst is C(#N)C. The product is [OH:35][CH2:34][C:27]1[CH:28]=[CH:29][C:30]([N+:31]([O-:33])=[O:32])=[C:25]([NH:2][C@@H:3]2[CH2:4][CH2:5][C@H:6]([NH:9][C:10](=[O:14])[CH:11]([CH3:12])[CH3:13])[CH2:7][CH2:8]2)[CH:26]=1. The yield is 0.637. (3) The reactants are [F:1][C:2]1[CH:11]=[C:10]2[C:5]([C:6](=O)[NH:7][CH:8]=[N:9]2)=[CH:4][C:3]=1[N+:13]([O-:15])=[O:14].CN(C)C=O.S(Cl)([Cl:23])=O. No catalyst specified. The product is [Cl:23][C:6]1[C:5]2[C:10](=[CH:11][C:2]([F:1])=[C:3]([N+:13]([O-:15])=[O:14])[CH:4]=2)[N:9]=[CH:8][N:7]=1. The yield is 0.990. (4) The reactants are Br[C:2]1[N:10]=[CH:9][C:8]2[NH:7][C:6]3[N:11]=[CH:12][C:13]([C:15]4[CH:20]=[CH:19][C:18]([CH2:21][N:22]5[CH2:27][CH2:26][CH:25]([O:28][CH3:29])[CH2:24][CH2:23]5)=[CH:17][CH:16]=4)=[CH:14][C:5]=3[C:4]=2[CH:3]=1.[CH3:30][N:31]1[CH:35]=[C:34](B2OC(C)(C)C(C)(C)O2)[CH:33]=[N:32]1. The catalyst is C(#N)C.C(=O)([O-])[O-].[Na+].[Na+]. The product is [CH3:29][O:28][CH:25]1[CH2:26][CH2:27][N:22]([CH2:21][C:18]2[CH:19]=[CH:20][C:15]([C:13]3[CH:12]=[N:11][C:6]4[NH:7][C:8]5[CH:9]=[N:10][C:2]([C:34]6[CH:33]=[N:32][N:31]([CH3:30])[CH:35]=6)=[CH:3][C:4]=5[C:5]=4[CH:14]=3)=[CH:16][CH:17]=2)[CH2:23][CH2:24]1. The yield is 0.420. (5) The reactants are [NH2:1][C:2]1[NH:3][C:4]([CH2:7][OH:8])=[N:5][N:6]=1.[C:9](O[C:9]([O:11][C:12]([CH3:15])([CH3:14])[CH3:13])=[O:10])([O:11][C:12]([CH3:15])([CH3:14])[CH3:13])=[O:10]. The catalyst is CC(O)(C)C. The product is [C:12]([O:11][C:9](=[O:10])[NH:1][C:2]1[NH:3][C:4]([CH2:7][OH:8])=[N:5][N:6]=1)([CH3:15])([CH3:14])[CH3:13]. The yield is 0.220.